This data is from Forward reaction prediction with 1.9M reactions from USPTO patents (1976-2016). The task is: Predict the product of the given reaction. (1) Given the reactants Cl[C:2]1[C:7]([C:8]([F:11])([F:10])[F:9])=[CH:6][N:5]=[C:4]([NH:12][C:13]2[CH:18]=[CH:17][C:16]([P:19]([CH2:24][CH2:25][CH3:26])([CH2:21][CH2:22][CH3:23])=[O:20])=[CH:15][CH:14]=2)[N:3]=1.[NH2:27][C:28]1[CH:29]=[CH:30][C:31]([C@H:39]2[CH2:44][CH2:43][C@H:42]([OH:45])[CH2:41][CH2:40]2)=[C:32]2[C:36]=1[C:35](=[O:37])[N:34]([CH3:38])[CH2:33]2, predict the reaction product. The product is: [CH2:21]([P:19]([C:16]1[CH:17]=[CH:18][C:13]([NH:12][C:4]2[N:3]=[C:2]([NH:27][C:28]3[CH:29]=[CH:30][C:31]([C@H:39]4[CH2:44][CH2:43][C@H:42]([OH:45])[CH2:41][CH2:40]4)=[C:32]4[C:36]=3[C:35](=[O:37])[N:34]([CH3:38])[CH2:33]4)[C:7]([C:8]([F:11])([F:10])[F:9])=[CH:6][N:5]=2)=[CH:14][CH:15]=1)([CH2:24][CH2:25][CH3:26])=[O:20])[CH2:22][CH3:23]. (2) Given the reactants S(C1C=CC(C)=CC=1)(O)(=O)=O.[NH2:12][C@:13]1([C:18]([O:20][CH2:21][CH3:22])=[O:19])[CH2:15][C@H:14]1[CH:16]=[CH2:17].[CH:23]1[N:27]=[CH:26][N:25]([C:28](N2C=NC=C2)=[O:29])[CH:24]=1, predict the reaction product. The product is: [N:25]1([C:28]([NH:12][C@:13]2([C:18]([O:20][CH2:21][CH3:22])=[O:19])[CH2:15][C@H:14]2[CH:16]=[CH2:17])=[O:29])[CH:24]=[CH:23][N:27]=[CH:26]1. (3) Given the reactants C([Li])CCC.[N:6]1([C:11]2[CH:32]=[CH:31][C:14]([CH2:15][C:16]3[C:17]([O:29][CH3:30])=[N:18][C:19]4[C:24]([C:25]=3[Cl:26])=[CH:23][C:22](Br)=[CH:21][C:20]=4[CH3:28])=[CH:13][CH:12]=2)[CH:10]=[CH:9][CH:8]=[N:7]1.[CH3:33][N:34]1[C:38]([C:39]([C:41]2[CH:42]=[N:43][C:44]([C:47]([F:50])([F:49])[F:48])=[CH:45][CH:46]=2)=[O:40])=[CH:37][N:36]=[CH:35]1, predict the reaction product. The product is: [N:6]1([C:11]2[CH:32]=[CH:31][C:14]([CH2:15][C:16]3[C:17]([O:29][CH3:30])=[N:18][C:19]4[C:24]([C:25]=3[Cl:26])=[CH:23][C:22]([C:39]([C:38]3[N:34]([CH3:33])[CH:35]=[N:36][CH:37]=3)([C:41]3[CH:42]=[N:43][C:44]([C:47]([F:49])([F:48])[F:50])=[CH:45][CH:46]=3)[OH:40])=[CH:21][C:20]=4[CH3:28])=[CH:13][CH:12]=2)[CH:10]=[CH:9][CH:8]=[N:7]1. (4) Given the reactants [F:1][C:2]1[CH:7]=[CH:6][C:5]([NH:8][C:9]2[N:10]([CH3:28])[C:11]3[C:20]4[C:19](=[O:21])[NH:18][C:17]([CH:22]([OH:25])[CH:23]=[CH2:24])=[C:16]([CH3:26])[C:15]=4[CH:14]=[CH:13][C:12]=3[N:27]=2)=[C:4]([CH3:29])[CH:3]=1.[C:30](OC(=O)C)(=[O:32])[CH3:31].C(OCC)C, predict the reaction product. The product is: [F:1][C:2]1[CH:7]=[CH:6][C:5]([NH:8][C:9]2[N:10]([CH3:28])[C:11]3[C:20]4[C:19](=[O:21])[NH:18][C:17]([CH:22]([O:25][C:30](=[O:32])[CH3:31])[CH:23]=[CH2:24])=[C:16]([CH3:26])[C:15]=4[CH:14]=[CH:13][C:12]=3[N:27]=2)=[C:4]([CH3:29])[CH:3]=1. (5) Given the reactants Cl[C:2]1[N:3]=[C:4]([NH2:41])[C:5]2[N:6]=[CH:7][N:8]([C:39]=2[N:40]=1)[C@@H:9]1[O:38][C@H:28]([CH2:29][O:30][Si](CC)(CC)CC)[C@@H:19]([O:20][Si](CC)(CC)CC)[C@H:10]1[O:11][Si](CC)(CC)CC.[Cl:42][C:43]1[CH:48]=[CH:47][C:46]([CH2:49][CH2:50][OH:51])=[CH:45][CH:44]=1, predict the reaction product. The product is: [Cl:42][C:43]1[CH:48]=[CH:47][C:46]([CH2:49][CH2:50][O:51][C:2]2[N:3]=[C:4]([NH2:41])[C:5]3[N:6]=[CH:7][N:8]([C:39]=3[N:40]=2)[C@@H:9]2[O:38][C@H:28]([CH2:29][OH:30])[C@@H:19]([OH:20])[C@H:10]2[OH:11])=[CH:45][CH:44]=1.